From a dataset of Full USPTO retrosynthesis dataset with 1.9M reactions from patents (1976-2016). Predict the reactants needed to synthesize the given product. Given the product [Br:15][CH2:12][C:8]1[N:7]=[C:6]([NH:5][C:3](=[O:4])[C:2]([CH3:14])([CH3:13])[CH3:1])[CH:11]=[CH:10][CH:9]=1, predict the reactants needed to synthesize it. The reactants are: [CH3:1][C:2]([CH3:14])([CH3:13])[C:3]([NH:5][C:6]1[CH:11]=[CH:10][CH:9]=[C:8]([CH3:12])[N:7]=1)=[O:4].[Br:15]N1C(=O)CCC1=O.